Dataset: Catalyst prediction with 721,799 reactions and 888 catalyst types from USPTO. Task: Predict which catalyst facilitates the given reaction. (1) Reactant: F[C:2](F)(F)[C:3](O)=[O:4].[CH:8]1([CH2:14][CH2:15][N:16]2[C:20]3[N:21]=[C:22]([C:25]#[N:26])[N:23]=[CH:24][C:19]=3[CH:18]=[C:17]2[CH2:27][N:28]2[C:32](=[O:33])[C:31]3([CH2:38][CH2:37][NH:36][CH2:35][CH2:34]3)[N:30]([C:39]3[CH:44]=[CH:43][CH:42]=[CH:41][CH:40]=3)[CH2:29]2)[CH2:13][CH2:12][CH2:11][CH2:10][CH2:9]1.C(OC(=O)C)(=O)C. Product: [C:3]([N:36]1[CH2:37][CH2:38][C:31]2([N:30]([C:39]3[CH:44]=[CH:43][CH:42]=[CH:41][CH:40]=3)[CH2:29][N:28]([CH2:27][C:17]3[N:16]([CH2:15][CH2:14][CH:8]4[CH2:13][CH2:12][CH2:11][CH2:10][CH2:9]4)[C:20]4[N:21]=[C:22]([C:25]#[N:26])[N:23]=[CH:24][C:19]=4[CH:18]=3)[C:32]2=[O:33])[CH2:34][CH2:35]1)(=[O:4])[CH3:2]. The catalyst class is: 4. (2) Reactant: Cl[C:2]1[C:11]2[C:6](=[CH:7][CH:8]=[C:9]([C:12]3[CH:13]=[N:14][C:15]4[C:20]([CH:21]=3)=[CH:19][CH:18]=[CH:17][CH:16]=4)[N:10]=2)[N:5]=[CH:4][C:3]=1[C:22]([O:24][CH2:25]C)=[O:23].[NH2:27][CH:28]1[CH2:33][CH2:32][N:31]([C:34]([O:36][CH2:37][C:38]2[CH:43]=[CH:42][CH:41]=[CH:40][CH:39]=2)=[O:35])[CH2:30][CH2:29]1.C(=O)([O-])[O-].[K+].[K+]. Product: [CH2:37]([O:36][C:34]([N:31]1[CH2:30][CH2:29][CH:28]([NH:27][C:2]2[C:11]3[C:6](=[CH:7][CH:8]=[C:9]([C:12]4[CH:13]=[N:14][C:15]5[C:20]([CH:21]=4)=[CH:19][CH:18]=[CH:17][CH:16]=5)[N:10]=3)[N:5]=[CH:4][C:3]=2[C:22]([O:24][CH3:25])=[O:23])[CH2:33][CH2:32]1)=[O:35])[C:38]1[CH:43]=[CH:42][CH:41]=[CH:40][CH:39]=1. The catalyst class is: 80. (3) Reactant: [Br:1][C:2]1[C:3]([CH3:11])=[N:4][CH:5]=[C:6]([C:9]=1[Cl:10])[C:7]#[N:8].[CH3:12][Si]([N-][Si](C)(C)C)(C)C.[Li+].IC. Product: [Br:1][C:2]1[C:3]([CH2:11][CH3:12])=[N:4][CH:5]=[C:6]([C:9]=1[Cl:10])[C:7]#[N:8]. The catalyst class is: 7. (4) Reactant: [Br:1][CH2:2][CH2:3]Br.[OH:5][C:6]1[CH:13]=[CH:12][C:9]([CH:10]=[O:11])=[CH:8][CH:7]=1.C([O-])([O-])=O.[K+].[K+]. Product: [Br:1][CH2:2][CH2:3][O:5][C:6]1[CH:13]=[CH:12][C:9]([CH:10]=[O:11])=[CH:8][CH:7]=1. The catalyst class is: 372. (5) Reactant: [Cl:1][C:2]1[CH:3]=[C:4]([NH:9][C:10]2[N:14]=[C:13]([NH2:15])[NH:12][N:11]=2)[CH:5]=[C:6]([Cl:8])[CH:7]=1.ClC1C=C(N=C=S)C=C(Cl)C=1C#N.[F:29][C:30]([F:40])([F:39])[C:31]1[CH:32]=[C:33]([CH:36]=[CH:37][CH:38]=1)[CH:34]=O.[BH4-].[Na+]. Product: [Cl:1][C:2]1[CH:3]=[C:4]([NH:9][C:10]2[N:14]=[C:13]([NH:15][CH2:34][C:33]3[CH:36]=[CH:37][CH:38]=[C:31]([C:30]([F:29])([F:39])[F:40])[CH:32]=3)[NH:12][N:11]=2)[CH:5]=[C:6]([Cl:8])[CH:7]=1. The catalyst class is: 24. (6) Reactant: [O:1]1[C:3]2([CH2:8][CH2:7][O:6][CH2:5][CH2:4]2)[CH2:2]1.[CH2:9]([N:16]1[CH2:21][C@@H:20]([CH3:22])[NH:19][CH2:18][C@@H:17]1[CH3:23])[C:10]1[CH:15]=[CH:14][CH:13]=[CH:12][CH:11]=1. Product: [CH2:9]([N:16]1[C@@H:17]([CH3:23])[CH2:18][N:19]([CH2:2][C:3]2([OH:1])[CH2:8][CH2:7][O:6][CH2:5][CH2:4]2)[C@H:20]([CH3:22])[CH2:21]1)[C:10]1[CH:11]=[CH:12][CH:13]=[CH:14][CH:15]=1. The catalyst class is: 5.